Dataset: Catalyst prediction with 721,799 reactions and 888 catalyst types from USPTO. Task: Predict which catalyst facilitates the given reaction. (1) Reactant: C[C:2]1(C)[O:7][CH:6]([CH2:8][S:9][CH3:10])[CH:5]([CH2:11][N:12]([CH2:14][C:15]2[C:19]3[N:20]=[CH:21][N:22]=[C:23]([NH2:24])[C:18]=3[NH:17][CH:16]=2)[CH3:13])[CH2:4][O:3]1.Cl. Product: [NH3:12].[CH3:2][OH:3].[NH2:24][C:23]1[C:18]2[NH:17][CH:16]=[C:15]([CH2:14][N:12]([CH2:11][CH:5]([CH:6]([OH:7])[CH2:8][S:9][CH3:10])[CH2:4][OH:3])[CH3:13])[C:19]=2[N:20]=[CH:21][N:22]=1. The catalyst class is: 100. (2) Reactant: [CH3:1][C:2]1[CH:7]=[C:6]([C:8]2[S:12][CH:11]=[N:10][CH:9]=2)[N:5]=[C:4]([NH:13][C:14]2[CH:19]=[C:18]([C:20]([F:23])([F:22])[F:21])[CH:17]=[CH:16][N:15]=2)[CH:3]=1.[Li+].CC([N-]C(C)C)C.[O:32]=[C:33]1[C:41]2[C:36](=[CH:37][C:38]([C:42]([O:44][CH3:45])=[O:43])=[CH:39][CH:40]=2)[CH2:35][CH2:34]1. Product: [OH:32][C:33]1([C:11]2[S:12][C:8]([C:6]3[CH:7]=[C:2]([CH3:1])[CH:3]=[C:4]([NH:13][C:14]4[CH:19]=[C:18]([C:20]([F:23])([F:21])[F:22])[CH:17]=[CH:16][N:15]=4)[N:5]=3)=[CH:9][N:10]=2)[C:41]2[C:36](=[CH:37][C:38]([C:42]([O:44][CH3:45])=[O:43])=[CH:39][CH:40]=2)[CH2:35][CH2:34]1. The catalyst class is: 1. (3) Reactant: Br[C:2]1(Br)[CH2:10][CH2:9][C:8]2[NH:7][N:6]=[C:5]([CH3:11])[C:4]=2[C:3]1=O.BrC1CCC2NN=C(C)C=2C1=O.[N:26]1[CH:31]=[CH:30][CH:29]=[CH:28][C:27]=1[NH:32][C:33]([NH2:35])=[S:34]. The catalyst class is: 14. Product: [CH3:11][C:5]1[C:4]2[C:3]3[N:35]=[C:33]([NH:32][C:27]4[CH:28]=[CH:29][CH:30]=[CH:31][N:26]=4)[S:34][C:2]=3[CH2:10][CH2:9][C:8]=2[NH:7][N:6]=1. (4) Reactant: [CH:1]1[C:13]2[NH:12][C:11]3[C:6](=[CH:7][CH:8]=[CH:9][CH:10]=3)[C:5]=2[CH:4]=[CH:3][CH:2]=1.ClCCl.Cl[C:18]([O:20][CH2:21][CH3:22])=[O:19].Cl. Product: [CH2:21]([O:20][C:18]([N:12]1[C:11]2[CH:10]=[CH:9][CH:8]=[CH:7][C:6]=2[C:5]2[C:13]1=[CH:1][CH:2]=[CH:3][CH:4]=2)=[O:19])[CH3:22]. The catalyst class is: 66.